Dataset: Reaction yield outcomes from USPTO patents with 853,638 reactions. Task: Predict the reaction yield, written as a fraction of the theoretical maximum amount of product (1.0 means a 100% yield; for example, 0.34 means a 34% yield). (1) The reactants are [CH3:1][O:2][C:3]1[CH:8]=[CH:7][CH:6]=[CH:5][C:4]=1[CH:9]1[CH2:14][CH2:13][NH:12][CH2:11][CH2:10]1.C([N:18]([CH2:22][CH3:23])[CH:19]([CH3:21])[CH3:20])(C)C.[OH2:24]. The catalyst is C1(C)C=CC=CC=1. The product is [CH3:1][O:2][C:3]1[CH:8]=[CH:7][CH:6]=[CH:5][C:4]=1[CH:9]1[CH2:14][CH2:13][N:12]([CH2:23][C:22]([NH:18][C:19]2[CH:20]=[CH:8][CH:3]=[C:4]([CH3:5])[CH:21]=2)=[O:24])[CH2:11][CH2:10]1. The yield is 0.523. (2) The reactants are Cl.N1([CH2:7][C:8](O)=O)C=NC=N1.[N:11]1([CH2:16][C:17]([N:19]2[CH2:24][CH2:23][N:22]([C:25](OCC3C=CC=CC=3)=O)[CH2:21][C@H:20]2[C:35](=[O:51])[NH:36][C:37]2[CH:42]=[CH:41][C:40]([O:43][C:44]3[CH:49]=[CH:48][C:47]([F:50])=[CH:46][CH:45]=3)=[CH:39][CH:38]=2)=[O:18])[CH:15]=[N:14][CH:13]=[N:12]1. No catalyst specified. The product is [N:11]1([CH2:16][C:17]([N:19]2[CH2:24][CH2:23][N:22]([CH2:25][C:8]3[CH:7]=[CH:39][CH:38]=[CH:37][CH:42]=3)[CH2:21][C@H:20]2[C:35]([NH:36][C:37]2[CH:42]=[CH:41][C:40]([O:43][C:44]3[CH:49]=[CH:48][C:47]([F:50])=[CH:46][CH:45]=3)=[CH:39][CH:38]=2)=[O:51])=[O:18])[CH:15]=[N:14][CH:13]=[N:12]1. The yield is 0.190. (3) The reactants are [CH3:1][O:2][C:3]1[CH:4]=[C:5]2[C:10](=[CH:11][CH:12]=1)[NH:9][C:8](=O)[CH:7]=[N:6]2.COC1C=C2C(N=CC(=O)N2)=CC=1.P(Cl)(Cl)([Cl:29])=O. No catalyst specified. The product is [Cl:29][C:8]1[CH:7]=[N:6][C:5]2[C:10](=[CH:11][CH:12]=[C:3]([O:2][CH3:1])[CH:4]=2)[N:9]=1. The yield is 0.350. (4) The reactants are [Cl:1][C:2]1[CH:3]=[C:4]([CH:13]=[CH:14][C:15]=1[F:16])[CH2:5][NH:6][C:7]1[S:8][CH2:9][C:10](=[O:12])[N:11]=1.[N:17]1[C:26]2[C:21](=[N:22][C:23]([CH:27]=O)=[CH:24][CH:25]=2)[CH:20]=[CH:19][CH:18]=1.C(O)(=O)C1C=CC=CC=1.N1CCCCC1. The catalyst is C1(C)C=CC=CC=1.CN(C=O)C.O. The product is [Cl:1][C:2]1[CH:3]=[C:4]([CH:13]=[CH:14][C:15]=1[F:16])[CH2:5][NH:6][C:7]1[S:8][C:9](=[CH:27][C:23]2[CH:24]=[CH:25][C:26]3[C:21](=[CH:20][CH:19]=[CH:18][N:17]=3)[N:22]=2)[C:10](=[O:12])[N:11]=1. The yield is 0.292. (5) The reactants are [CH3:1][CH:2]1[CH2:10][C:9]2[C:4](=[CH:5][CH:6]=[CH:7][CH:8]=2)[N:3]1C.[CH2:12](N(CC)CC)C.[C:19](Cl)(=[O:21])[CH3:20]. The catalyst is ClCCl. The product is [C:19]([N:3]1[C:4]2[C:9](=[CH:8][CH:7]=[CH:6][CH:5]=2)[CH2:10][C:2]1([CH3:1])[CH3:12])(=[O:21])[CH3:20]. The yield is 0.820. (6) The reactants are [CH3:1][C:2]1[CH:7]=[CH:6][C:5]([NH:8][C:9]2[CH:14]=[CH:13][C:12]([N+:15]([O-])=O)=[CH:11][CH:10]=2)=[CH:4][CH:3]=1. The catalyst is C(O)C.[Pd]. The product is [CH3:1][C:2]1[CH:7]=[CH:6][C:5]([NH:8][C:9]2[CH:14]=[CH:13][C:12]([NH2:15])=[CH:11][CH:10]=2)=[CH:4][CH:3]=1. The yield is 0.850. (7) The reactants are [Br:1][C:2]1[CH:9]=[CH:8][C:5]([CH:6]=O)=[CH:4][C:3]=1[F:10].[C:11]1([C:17](=O)[CH2:18][C:19]2[CH:24]=[CH:23][CH:22]=[CH:21][CH:20]=2)[CH:16]=[CH:15][CH:14]=[CH:13][CH:12]=1.[NH2:26][C:27]([NH2:29])=[O:28]. The catalyst is C(O)C. The product is [Br:1][C:2]1[CH:9]=[CH:8][C:5]([CH:6]2[C:18]([C:19]3[CH:24]=[CH:23][CH:22]=[CH:21][CH:20]=3)=[C:17]([C:11]3[CH:16]=[CH:15][CH:14]=[CH:13][CH:12]=3)[NH:29][C:27](=[O:28])[NH:26]2)=[CH:4][C:3]=1[F:10]. The yield is 0.620. (8) The reactants are [NH2:1][CH2:2][CH2:3][CH2:4][N:5]1[CH:10]=[C:9]([F:11])[CH:8]=[C:7]([C@H:12]2[CH2:16][CH2:15][CH2:14][N:13]2[C:17]2[CH:22]=[CH:21][N:20]3[N:23]=[CH:24][C:25]([C:26](O)=[O:27])=[C:19]3[N:18]=2)[C:6]1=[O:29].CN(C=O)C.C(Cl)Cl.CCN=C=NCCCN(C)C.C1C=CC2N(O)N=NC=2C=1. The catalyst is CCOC(C)=O. The product is [F:11][C:9]1[CH:8]=[C:7]2[C:6](=[O:29])[N:5]([CH:10]=1)[CH2:4][CH2:3][CH2:2][NH:1][C:26](=[O:27])[C:25]1=[C:19]3[N:18]=[C:17]([CH:22]=[CH:21][N:20]3[N:23]=[CH:24]1)[N:13]1[C@@H:12]2[CH2:16][CH2:15][CH2:14]1. The yield is 0.390. (9) The reactants are [CH3:1][O:2][C:3]1[CH:4]=[C:5]2[C:10](=[CH:11][C:12]=1[O:13][CH3:14])[NH:9][CH:8]=[CH:7][C:6]2=[O:15].Br[C:17]1[CH:22]=[CH:21][C:20]([N+:23]([O-:25])=[O:24])=[CH:19][N:18]=1.C(=O)([O-])[O-].[K+].[K+]. The catalyst is CN(C)C=O.C(OCC)(=O)C. The product is [CH3:1][O:2][C:3]1[CH:4]=[C:5]2[C:10](=[CH:11][C:12]=1[O:13][CH3:14])[N:9]=[CH:8][CH:7]=[C:6]2[O:15][C:17]1[CH:22]=[CH:21][C:20]([N+:23]([O-:25])=[O:24])=[CH:19][N:18]=1. The yield is 0.340.